Dataset: Forward reaction prediction with 1.9M reactions from USPTO patents (1976-2016). Task: Predict the product of the given reaction. (1) Given the reactants Br[C:2]1[CH:11]=[C:10]2[C:5]([C:6]([NH:19][C@H:20]3[CH2:24][CH2:23][N:22](C(OC(C)(C)C)=O)[CH2:21]3)=[N:7][C:8]([C:12]3[CH:17]=[CH:16][CH:15]=[CH:14][C:13]=3[OH:18])=[N:9]2)=[CH:4][CH:3]=1.[OH:32][C:33]1C=CC=[CH:35][C:34]=1C1N=C(N[C@H]2CCN(C(OC(C)(C)C)=O)C2)C2C(=CC=C(C#CCO)C=2)N=1, predict the reaction product. The product is: [OH:32][CH2:33][C:34]#[C:35][C:2]1[CH:11]=[C:10]2[C:5]([C:6]([NH:19][C@H:20]3[CH2:24][CH2:23][NH:22][CH2:21]3)=[N:7][C:8]([C:12]3[CH:17]=[CH:16][CH:15]=[CH:14][C:13]=3[OH:18])=[N:9]2)=[CH:4][CH:3]=1. (2) The product is: [Cl:1][C:2]1[C:7]([C:8]([NH:19][CH3:16])=[O:10])=[CH:6][N:5]=[C:4]2[N:11]([CH2:14][CH3:15])[N:12]=[CH:13][C:3]=12. Given the reactants [Cl:1][C:2]1[C:7]([C:8]([OH:10])=O)=[CH:6][N:5]=[C:4]2[N:11]([CH2:14][CH3:15])[N:12]=[CH:13][C:3]=12.[CH:16]([N:19](CC)C(C)C)(C)C.CN, predict the reaction product. (3) Given the reactants F[C:2](F)(F)C(O)=O.[CH3:8][C:9]1[C:17]2[C:12](=[CH:13][CH:14]=[CH:15][CH:16]=2)[NH:11][C:10]=1[C:18]([NH:20][C@@H:21]1[CH2:25][CH2:24][NH:23][CH2:22]1)=[O:19].N, predict the reaction product. The product is: [CH3:8][C:9]1[C:17]2[C:12](=[CH:13][CH:14]=[CH:15][CH:16]=2)[NH:11][C:10]=1[C:18]([NH:20][C@@H:21]1[CH2:25][CH2:24][N:23]([CH3:2])[CH2:22]1)=[O:19]. (4) Given the reactants [C:1]([NH2:24])(=[O:23])[CH2:2][CH2:3][CH:4]=[CH:5][CH2:6][CH:7]=[CH:8][CH2:9][CH:10]=[CH:11][CH2:12][CH:13]=[CH:14][CH2:15][CH:16]=[CH:17][CH2:18][CH:19]=[CH:20][CH2:21][CH3:22].[CH3:25][C:26]([O:28][CH2:29][CH:30]([CH2:43][O:44][C:45]([CH3:47])=[O:46])[CH2:31][CH2:32][N:33]1[C:37]2[N:38]=[C:39](N)[N:40]=[CH:41][C:36]=2[N:35]=[CH:34]1)=[O:27], predict the reaction product. The product is: [C:26]([O:28][CH2:29][CH:30]([CH2:31][CH2:32][N:33]1[CH:34]=[N:35][C:36]2[C:37]1=[N:38][C:39]([NH:24][C:1](=[O:23])[CH2:2][CH2:3]/[CH:4]=[CH:5]\[CH2:6]/[CH:7]=[CH:8]\[CH2:9]/[CH:10]=[CH:11]\[CH2:12]/[CH:13]=[CH:14]\[CH2:15]/[CH:16]=[CH:17]\[CH2:18]/[CH:19]=[CH:20]\[CH2:21][CH3:22])=[N:40][CH:41]=2)[CH2:43][O:44][C:45](=[O:46])[CH3:47])(=[O:27])[CH3:25]. (5) Given the reactants [CH3:1][NH:2][C:3]([CH:5]1[CH2:10][CH2:9][N:8]([C:11]2[CH:16]=[CH:15][C:14](Br)=[CH:13][CH:12]=2)[CH2:7][CH2:6]1)=[O:4].[B:18]1([B:18]2[O:22][C:21]([CH3:24])([CH3:23])[C:20]([CH3:26])([CH3:25])[O:19]2)[O:22][C:21]([CH3:24])([CH3:23])[C:20]([CH3:26])([CH3:25])[O:19]1.C([O-])(=O)C.[K+], predict the reaction product. The product is: [CH3:1][NH:2][C:3]([CH:5]1[CH2:10][CH2:9][N:8]([C:11]2[CH:16]=[CH:15][C:14]([B:18]3[O:22][C:21]([CH3:24])([CH3:23])[C:20]([CH3:26])([CH3:25])[O:19]3)=[CH:13][CH:12]=2)[CH2:7][CH2:6]1)=[O:4]. (6) Given the reactants [C:1]([C:5]1[CH:23]=[CH:22][C:8]([C:9]([NH:11][C:12]2[N:13]=[C:14]3[CH:19]=[CH:18][C:17](Cl)=[N:16][N:15]3[CH:21]=2)=[O:10])=[CH:7][CH:6]=1)([CH3:4])([CH3:3])[CH3:2].[NH:24]1[CH:28]=[CH:27][N:26]=[CH:25]1.C(=O)([O-])[O-].[K+].[K+].O, predict the reaction product. The product is: [C:1]([C:5]1[CH:23]=[CH:22][C:8]([C:9]([NH:11][C:12]2[N:13]=[C:14]3[CH:19]=[CH:18][C:17]([N:24]4[CH:28]=[CH:27][N:26]=[CH:25]4)=[N:16][N:15]3[CH:21]=2)=[O:10])=[CH:7][CH:6]=1)([CH3:4])([CH3:3])[CH3:2]. (7) Given the reactants [OH:1][C:2]1[CH:3]=[CH:4][C:5]([C:8]([C:10]2[CH:27]=[CH:26][C:13]([O:14][CH2:15][CH2:16][N:17]([CH3:25])C(=O)OC(C)(C)C)=[CH:12][CH:11]=2)=O)=[N:6][CH:7]=1.[C:28]([C:32]1[CH:37]=[CH:36][CH:35]=[CH:34][CH:33]=1)(=O)[CH2:29][CH3:30], predict the reaction product. The product is: [CH3:25][NH:17][CH2:16][CH2:15][O:14][C:13]1[CH:12]=[CH:11][C:10]([C:8]([C:5]2[N:6]=[CH:7][C:2]([OH:1])=[CH:3][CH:4]=2)=[C:28]([C:32]2[CH:37]=[CH:36][CH:35]=[CH:34][CH:33]=2)[CH2:29][CH3:30])=[CH:27][CH:26]=1.